This data is from Full USPTO retrosynthesis dataset with 1.9M reactions from patents (1976-2016). The task is: Predict the reactants needed to synthesize the given product. (1) Given the product [F:22][C:23]1[CH:28]=[CH:27][C:26]([CH3:32])=[C:25]([C:2]2[N:10]3[C:5]([N:6]=[N:7][C:8]4[C:14]([O:15][CH3:16])=[CH:13][C:12]([C:17]([F:20])([F:19])[F:18])=[CH:11][C:9]=43)=[C:4]([CH3:21])[N:3]=2)[CH:24]=1, predict the reactants needed to synthesize it. The reactants are: Br[C:2]1[N:10]2[C:5]([N:6]=[N:7][C:8]3[C:14]([O:15][CH3:16])=[CH:13][C:12]([C:17]([F:20])([F:19])[F:18])=[CH:11][C:9]=32)=[C:4]([CH3:21])[N:3]=1.[F:22][C:23]1[CH:24]=[CH:25][C:26]([CH3:32])=[C:27](B(O)O)[CH:28]=1.C(=O)([O-])[O-].[Na+].[Na+]. (2) The reactants are: ClN1C(=O)CCC1=O.[CH2:9]([S:11][CH2:12][CH3:13])[CH3:10].[CH2:14]([C@H:21]([NH:46][C:47](=[O:59])[C@@H:48]([N:52]1[CH2:57][CH2:56][CH2:55][NH:54][C:53]1=[O:58])[CH:49]([CH3:51])[CH3:50])[CH2:22][C@H:23]([OH:45])[C@@H:24]([NH:32][C:33](=[O:44])[CH2:34][O:35][C:36]1[C:41]([CH3:42])=[CH:40][CH:39]=[CH:38][C:37]=1[CH3:43])[CH2:25][C:26]1[CH:31]=[CH:30][CH:29]=[CH:28][CH:27]=1)[C:15]1[CH:20]=[CH:19][CH:18]=[CH:17][CH:16]=1.C(N(CC)CC)C. Given the product [CH2:14]([C@H:21]([NH:46][C:47](=[O:59])[C@@H:48]([N:52]1[CH2:57][CH2:56][CH2:55][NH:54][C:53]1=[O:58])[CH:49]([CH3:51])[CH3:50])[CH2:22][C@H:23]([O:45][CH:9]([S:11][CH2:12][CH3:13])[CH3:10])[C@@H:24]([NH:32][C:33](=[O:44])[CH2:34][O:35][C:36]1[C:37]([CH3:43])=[CH:38][CH:39]=[CH:40][C:41]=1[CH3:42])[CH2:25][C:26]1[CH:27]=[CH:28][CH:29]=[CH:30][CH:31]=1)[C:15]1[CH:20]=[CH:19][CH:18]=[CH:17][CH:16]=1, predict the reactants needed to synthesize it. (3) Given the product [CH2:1]([O:8][C:9]1[CH:10]=[C:11](/[CH:12]=[CH:30]/[N+:27]([O-:29])=[O:28])[CH:14]=[CH:15][C:16]=1[O:17][CH2:18][CH2:19][CH2:20][F:21])[C:2]1[CH:7]=[CH:6][CH:5]=[CH:4][CH:3]=1, predict the reactants needed to synthesize it. The reactants are: [CH2:1]([O:8][C:9]1[CH:10]=[C:11]([CH:14]=[CH:15][C:16]=1[O:17][CH2:18][CH2:19][CH2:20][F:21])[CH:12]=O)[C:2]1[CH:7]=[CH:6][CH:5]=[CH:4][CH:3]=1.C([O-])(=O)C.[NH4+].[N+:27]([CH3:30])([O-:29])=[O:28]. (4) Given the product [Cl:13][C:14]1[CH:19]=[CH:18][C:17]([C:20]2[CH:25]=[CH:24][CH:23]=[CH:22][C:21]=2[CH:26]([NH:28][S:9]([C:6]2[CH:7]=[CH:8][C:3]([O:2][CH3:1])=[CH:4][CH:5]=2)(=[O:11])=[O:10])[CH3:27])=[C:16]([F:29])[CH:15]=1, predict the reactants needed to synthesize it. The reactants are: [CH3:1][O:2][C:3]1[CH:8]=[CH:7][C:6]([S:9](Cl)(=[O:11])=[O:10])=[CH:5][CH:4]=1.[Cl:13][C:14]1[CH:19]=[CH:18][C:17]([C:20]2[CH:25]=[CH:24][CH:23]=[CH:22][C:21]=2[CH:26]([NH2:28])[CH3:27])=[C:16]([F:29])[CH:15]=1.C(N(CC)CC)C. (5) Given the product [CH3:28][N:29]1[CH2:30][CH2:31][N:32]([C:35]2[CH:40]=[CH:39][C:38]([NH:41][C:42]3[N:47]=[CH:46][C:45]4=[CH:48][CH:49]=[C:50]([C:51]5[CH:52]=[C:53]([CH:57]=[CH:58][CH:59]=5)[C:54]([NH:4][CH2:1][C:2]#[CH:3])=[O:55])[N:44]4[N:43]=3)=[CH:37][CH:36]=2)[CH2:33][CH2:34]1, predict the reactants needed to synthesize it. The reactants are: [CH2:1]([NH2:4])[C:2]#[CH:3].O.ON1C2C=CC=CC=2N=N1.Cl.CN(C)CCCN=C=NCC.[CH3:28][N:29]1[CH2:34][CH2:33][N:32]([C:35]2[CH:40]=[CH:39][C:38]([NH:41][C:42]3[N:47]=[CH:46][C:45]4=[CH:48][CH:49]=[C:50]([C:51]5[CH:52]=[C:53]([CH:57]=[CH:58][CH:59]=5)[C:54](O)=[O:55])[N:44]4[N:43]=3)=[CH:37][CH:36]=2)[CH2:31][CH2:30]1.CN1CCOCC1.